From a dataset of Catalyst prediction with 721,799 reactions and 888 catalyst types from USPTO. Predict which catalyst facilitates the given reaction. (1) Reactant: [C:1]([O:5][CH2:6][CH2:7][CH2:8][CH2:9][CH2:10][CH2:11][O:12][C:13]1[CH:21]=[CH:20][C:16]([C:17]([OH:19])=[O:18])=[CH:15][CH:14]=1)(=[O:4])[CH:2]=[CH2:3].O[C:23]1[CH:36]=[CH:35][C:34]([OH:37])=[CH:33][C:24]=1[C:25]([O:27][CH2:28][C@@H:29]([CH3:32])[CH2:30][CH3:31])=[O:26].[CH2:38](Cl)[CH2:39]Cl. Product: [C:1]([O:5][CH2:6][CH2:7][CH2:8][CH2:9][CH2:10][CH2:11][O:12][C:13]1[CH:14]=[CH:15][C:16]([C:17]([O:19][C:23]2[CH:36]=[CH:35][C:34]([O:37][C:17](=[O:18])[C:16]3[CH:15]=[CH:14][C:13]([O:12][CH2:11][CH2:10][CH2:9][CH2:8][CH2:7][CH2:6][O:5][C:1](=[O:4])[CH:38]=[CH2:39])=[CH:21][CH:20]=3)=[CH:33][C:24]=2[C:25]([O:27][CH2:28][C@@H:29]([CH3:32])[CH2:30][CH3:31])=[O:26])=[O:18])=[CH:20][CH:21]=1)(=[O:4])[CH:2]=[CH2:3]. The catalyst class is: 79. (2) Reactant: [Cl:1][C:2]1[C:10]([C:11]#[N:12])=[CH:9][CH:8]=[C:7]2[C:3]=1[CH:4]=[C:5]([CH2:19][CH2:20][CH3:21])[N:6]2[CH2:13]/[C:14](=[N:17]/[H])/[NH:15][OH:16].C(P1(=O)OP(CCC)(=O)OP(CCC)(=O)O1)CC.[Cl:40][C:41]1[N:45]([CH3:46])[N:44]=[C:43]([C:47]([F:50])([F:49])[F:48])[C:42]=1[C:51](O)=O.CCN(C(C)C)C(C)C. Product: [Cl:1][C:2]1[C:10]([C:11]#[N:12])=[CH:9][CH:8]=[C:7]2[C:3]=1[CH:4]=[C:5]([CH2:19][CH2:20][CH3:21])[N:6]2[CH2:13][C:14]1[N:17]=[C:51]([C:42]2[C:43]([C:47]([F:50])([F:48])[F:49])=[N:44][N:45]([CH3:46])[C:41]=2[Cl:40])[O:16][N:15]=1. The catalyst class is: 1. (3) Reactant: [NH2:1][C:2]1[CH:7]=[CH:6][C:5]([Br:8])=[CH:4][C:3]=1[CH2:9][C:10]#[N:11].[N:12]([O-])=O.[Na+].[OH-].[NH4+]. Product: [Br:8][C:5]1[CH:4]=[C:3]2[C:2](=[CH:7][CH:6]=1)[NH:1][N:12]=[C:9]2[C:10]#[N:11]. The catalyst class is: 126. (4) Reactant: [N+:1]([CH:4]([CH2:18][CH2:19][CH2:20][CH3:21])[C:5](=O)[CH2:6][CH2:7][CH2:8][CH2:9][CH2:10][C:11]1[CH:16]=[CH:15][CH:14]=[CH:13][CH:12]=1)([O-])=O.Cl.[N:23]#[C:24][NH2:25]. Product: [CH2:18]([C:4]1[NH:1][C:24]([NH2:25])=[N:23][C:5]=1[CH2:6][CH2:7][CH2:8][CH2:9][CH2:10][C:11]1[CH:16]=[CH:15][CH:14]=[CH:13][CH:12]=1)[CH2:19][CH2:20][CH3:21]. The catalyst class is: 45.